Task: Predict the reactants needed to synthesize the given product.. Dataset: Full USPTO retrosynthesis dataset with 1.9M reactions from patents (1976-2016) (1) Given the product [C:1]([N:5]1[CH2:25][CH2:24][CH2:23][C:8]2[C:9]([Br:27])=[C:10]3[C:19]4[CH:18]=[C:17]([Br:20])[C:16]([O:21][CH3:22])=[CH:15][C:14]=4[CH2:13][CH2:12][N:11]3[C:7]=2[C:6]1=[O:26])([CH3:4])([CH3:2])[CH3:3], predict the reactants needed to synthesize it. The reactants are: [C:1]([N:5]1[CH2:25][CH2:24][CH2:23][C:8]2[CH:9]=[C:10]3[C:19]4[CH:18]=[C:17]([Br:20])[C:16]([O:21][CH3:22])=[CH:15][C:14]=4[CH2:13][CH2:12][N:11]3[C:7]=2[C:6]1=[O:26])([CH3:4])([CH3:3])[CH3:2].[Br:27]N1C(=O)CCC1=O. (2) Given the product [I:1][C:2]1[CH:3]=[C:4]2[C:9](=[CH:10][CH:11]=1)[N:8]=[CH:7][N:6]=[C:5]2[NH:29][C:28]1[CH:30]=[CH:31][C:32]([O:33][CH2:34][C:35]2[CH:40]=[CH:39][CH:38]=[C:37]([F:41])[CH:36]=2)=[C:26]([Cl:25])[CH:27]=1, predict the reactants needed to synthesize it. The reactants are: [I:1][C:2]1[CH:3]=[C:4]2[C:9](=[CH:10][CH:11]=1)[N:8]=[CH:7][NH:6][C:5]2=O.P(Cl)(Cl)(Cl)=O.C(N(CC)CC)C.[Cl:25][C:26]1[CH:27]=[C:28]([CH:30]=[CH:31][C:32]=1[O:33][CH2:34][C:35]1[CH:40]=[CH:39][CH:38]=[C:37]([F:41])[CH:36]=1)[NH2:29]. (3) Given the product [CH3:29][N:27]([CH3:28])[S:24]([NH:23][CH2:22][C:21]([F:31])([C:18]1[CH:17]=[CH:16][C:15]([C:11]2[CH:12]=[CH:13][CH:14]=[C:9]([NH:8][S:4]([CH:2]([CH3:3])[CH3:1])(=[O:6])=[O:5])[CH:10]=2)=[CH:20][CH:19]=1)[CH3:30])(=[O:25])=[O:26], predict the reactants needed to synthesize it. The reactants are: [CH3:1][CH:2]([S:4](Cl)(=[O:6])=[O:5])[CH3:3].[NH2:8][C:9]1[CH:10]=[C:11]([C:15]2[CH:20]=[CH:19][C:18]([C:21]([F:31])([CH3:30])[CH2:22][NH:23][S:24]([N:27]([CH3:29])[CH3:28])(=[O:26])=[O:25])=[CH:17][CH:16]=2)[CH:12]=[CH:13][CH:14]=1.C1CCN2C(=NCCC2)CC1. (4) Given the product [Cl:1][C:2]1[CH:7]=[CH:6][N:5]=[C:4]2[N:8]([S:12]([C:15]3[CH:21]=[CH:20][C:18]([CH3:19])=[CH:17][CH:16]=3)(=[O:14])=[O:13])[C:9]([C:34]3[CH2:33][N:32]([C:35]([O:37][C:38]([CH3:41])([CH3:40])[CH3:39])=[O:36])[CH2:31][CH:30]=3)=[CH:10][C:3]=12, predict the reactants needed to synthesize it. The reactants are: [Cl:1][C:2]1[CH:7]=[CH:6][N:5]=[C:4]2[N:8]([S:12]([C:15]3[CH:21]=[CH:20][C:18]([CH3:19])=[CH:17][CH:16]=3)(=[O:14])=[O:13])[C:9](I)=[CH:10][C:3]=12.CC1(C)C(C)(C)OB([C:30]2[CH2:31][N:32]([C:35]([O:37][C:38]([CH3:41])([CH3:40])[CH3:39])=[O:36])[CH2:33][CH:34]=2)O1.C(=O)([O-])[O-].[Na+].[Na+]. (5) Given the product [F:23][C:24]1[CH:25]=[C:26]([C:27]2[N:6]=[C:4]([OH:5])[C:3]3[C:2](=[C:10]([CH3:11])[C:9]([O:12][CH3:13])=[CH:8][CH:7]=3)[N:1]=2)[CH:30]=[C:31]([F:33])[CH:32]=1, predict the reactants needed to synthesize it. The reactants are: [NH2:1][C:2]1[C:10]([CH3:11])=[C:9]([O:12][CH3:13])[CH:8]=[CH:7][C:3]=1[C:4]([NH2:6])=[O:5].C(N)(=O)C1C=CC=CC=1.[F:23][C:24]1[CH:25]=[C:26]([CH:30]=[C:31]([F:33])[CH:32]=1)[C:27](Cl)=O. (6) Given the product [CH3:1][O:2][C:3](=[O:27])[CH:4]([N:9]1[C:15](=[O:16])[CH2:14][CH2:13][N:12]([C:17]2[CH:22]=[CH:21][CH:20]=[C:19]([C:23]([F:26])([F:25])[F:24])[CH:18]=2)[CH2:11][CH2:10]1)[CH2:5][CH2:6][CH2:7][N:32]1[CH2:33][CH2:34][C:29]([OH:35])([CH3:28])[CH2:30][CH2:31]1, predict the reactants needed to synthesize it. The reactants are: [CH3:1][O:2][C:3](=[O:27])[CH:4]([N:9]1[C:15](=[O:16])[CH2:14][CH2:13][N:12]([C:17]2[CH:22]=[CH:21][CH:20]=[C:19]([C:23]([F:26])([F:25])[F:24])[CH:18]=2)[CH2:11][CH2:10]1)[CH2:5][CH2:6][CH2:7]Br.[CH3:28][C:29]1([OH:35])[CH2:34][CH2:33][NH:32][CH2:31][CH2:30]1. (7) Given the product [OH:1][C:2]1[CH:7]=[CH:6][C:5]([C:8]([C:18]2[CH:19]=[CH:20][C:21]([O:24][CH2:26][C@@H:27]3[CH2:31][CH2:30][CH2:29][N:28]3[C:32]([O:34][C:35]([CH3:36])([CH3:38])[CH3:37])=[O:33])=[CH:22][CH:23]=2)=[C:9]([C:12]2[CH:17]=[CH:16][CH:15]=[CH:14][CH:13]=2)[CH2:10][CH3:11])=[CH:4][CH:3]=1, predict the reactants needed to synthesize it. The reactants are: [OH:1][C:2]1[CH:7]=[CH:6][C:5]([C:8]([C:18]2[CH:23]=[CH:22][C:21]([OH:24])=[CH:20][CH:19]=2)=[C:9]([C:12]2[CH:17]=[CH:16][CH:15]=[CH:14][CH:13]=2)[CH2:10][CH3:11])=[CH:4][CH:3]=1.O[CH2:26][C@@H:27]1[CH2:31][CH2:30][CH2:29][N:28]1[C:32]([O:34][C:35]([CH3:38])([CH3:37])[CH3:36])=[O:33].C1C=CC(P(C2C=CC=CC=2)C2C=CC=CC=2)=CC=1.CC(OC(/N=N/C(OC(C)C)=O)=O)C.